This data is from Forward reaction prediction with 1.9M reactions from USPTO patents (1976-2016). The task is: Predict the product of the given reaction. (1) Given the reactants [Cl:1][C:2]1[CH:10]=[CH:9][CH:8]=[C:7]2[C:3]=1[C:4]([C:16]([OH:18])=O)=[CH:5][N:6]2[CH2:11][CH2:12][CH:13]([F:15])[F:14].[NH2:19][CH2:20][C@@:21]1([OH:28])[CH2:26][CH2:25][CH2:24][C@@H:23]([CH3:27])[CH2:22]1.CCN(CC)CC.C1C=CC2N(O)N=NC=2C=1.C(Cl)CCl, predict the reaction product. The product is: [OH:28][C@:21]1([CH2:20][NH:19][C:16]([C:4]2[C:3]3[C:7](=[CH:8][CH:9]=[CH:10][C:2]=3[Cl:1])[N:6]([CH2:11][CH2:12][CH:13]([F:14])[F:15])[CH:5]=2)=[O:18])[CH2:26][CH2:25][CH2:24][C@@H:23]([CH3:27])[CH2:22]1. (2) The product is: [C:1]1([N:7]([CH2:21][C:22]2[CH:31]=[CH:30][C:29]3[C:24](=[CH:25][CH:26]=[CH:27][CH:28]=3)[C:23]=2[B:32]2[O:36][C:35]([CH3:38])([CH3:37])[C:34]([CH3:40])([CH3:39])[O:33]2)[C:8](=[O:14])[O:9][C:10]([CH3:11])([CH3:13])[CH3:12])[CH:6]=[CH:5][CH:4]=[CH:3][CH:2]=1. Given the reactants [C:1]1([NH:7][C:8](=[O:14])[O:9][C:10]([CH3:13])([CH3:12])[CH3:11])[CH:6]=[CH:5][CH:4]=[CH:3][CH:2]=1.[Li]CCCC.Br[CH2:21][C:22]1[CH:31]=[CH:30][C:29]2[C:24](=[CH:25][CH:26]=[CH:27][CH:28]=2)[C:23]=1[B:32]1[O:36][C:35]([CH3:38])([CH3:37])[C:34]([CH3:40])([CH3:39])[O:33]1.O, predict the reaction product.